This data is from Full USPTO retrosynthesis dataset with 1.9M reactions from patents (1976-2016). The task is: Predict the reactants needed to synthesize the given product. (1) Given the product [CH3:1][C:2]1[O:3][C:4]2[CH2:9][NH:8][CH2:7][C:5]=2[N:6]=1, predict the reactants needed to synthesize it. The reactants are: [CH3:1][C:2]1[O:3][C:4]2[CH2:9][N:8](C(OC(C)(C)C)=O)[CH2:7][C:5]=2[N:6]=1.Cl. (2) Given the product [CH3:47][O:46][C:43]1[CH:44]=[CH:45][C:40]([C:38]([C:36]2[S:37][C:30]3[N:29]([CH2:28][CH2:27][CH2:26][NH:5][S:2]([CH3:1])(=[O:4])=[O:3])[C:33]([CH3:34])=[CH:32][C:31]=3[CH:35]=2)=[O:39])=[CH:41][CH:42]=1, predict the reactants needed to synthesize it. The reactants are: [CH3:1][S:2]([NH2:5])(=[O:4])=[O:3].[H-].[Na+].C([N+](CCCC)(CCCC)CCCC)CCC.Cl[CH2:26][CH2:27][CH2:28][N:29]1[C:33]([CH3:34])=[CH:32][C:31]2[CH:35]=[C:36]([C:38]([C:40]3[CH:45]=[CH:44][C:43]([O:46][CH3:47])=[CH:42][CH:41]=3)=[O:39])[S:37][C:30]1=2. (3) The reactants are: [C:1]([CH2:4][C:5]1[CH:13]=[CH:12][C:8]([C:9]([OH:11])=[O:10])=[C:7]([OH:14])[CH:6]=1)([OH:3])=[O:2].C(O[C:22]([C:24](F)(F)F)=O)(C(F)(F)F)=O.[C:28](O)(C(F)(F)F)=O. Given the product [CH3:28][C:22]1([CH3:24])[O:14][C:7]2[CH:6]=[C:5]([CH2:4][C:1]([OH:3])=[O:2])[CH:13]=[CH:12][C:8]=2[C:9](=[O:11])[O:10]1, predict the reactants needed to synthesize it. (4) Given the product [CH3:39][O:38][C:36]([C:35]1[CH:40]=[CH:41][C:32]([N:12]2[CH2:11][C:10]3([CH2:13][CH2:14][N:15]([C:18]([O:20][C:21]([CH3:24])([CH3:23])[CH3:22])=[O:19])[CH2:16][CH2:17]3)[O:9][C:8]2=[O:7])=[CH:33][CH:34]=1)=[O:37], predict the reactants needed to synthesize it. The reactants are: C(=O)([O-])[O-].[Cs+].[Cs+].[O:7]=[C:8]1[NH:12][CH2:11][C:10]2([CH2:17][CH2:16][N:15]([C:18]([O:20][C:21]([CH3:24])([CH3:23])[CH3:22])=[O:19])[CH2:14][CH2:13]2)[O:9]1.CNCCNC.Br[C:32]1[CH:41]=[CH:40][C:35]([C:36]([O:38][CH3:39])=[O:37])=[CH:34][CH:33]=1. (5) Given the product [Cl:3][C:4]1[CH:13]=[C:12]([N+:14]([O-:16])=[O:15])[C:11]([O:17][CH3:18])=[CH:10][C:5]=1[CH2:6][OH:7], predict the reactants needed to synthesize it. The reactants are: [Li+].[BH4-].[Cl:3][C:4]1[CH:13]=[C:12]([N+:14]([O-:16])=[O:15])[C:11]([O:17][CH3:18])=[CH:10][C:5]=1[C:6](OC)=[O:7].CCOC(C)=O.[NH4+].[Cl-]. (6) Given the product [C:18]1([CH:7]([C:1]2[CH:2]=[CH:3][CH:4]=[CH:5][CH:6]=2)[N:8]2[CH2:9][CH:10]([N:12]3[CH2:17][CH2:16][N:15]([C:33](=[O:34])[CH:32]([CH3:36])[CH3:31])[CH2:14][CH2:13]3)[CH2:11]2)[CH:23]=[CH:22][CH:21]=[CH:20][CH:19]=1, predict the reactants needed to synthesize it. The reactants are: [C:1]1([CH:7]([C:18]2[CH:23]=[CH:22][CH:21]=[CH:20][CH:19]=2)[N:8]2[CH2:11][CH:10]([N:12]3[CH2:17][CH2:16][NH:15][CH2:14][CH2:13]3)[CH2:9]2)[CH:6]=[CH:5][CH:4]=[CH:3][CH:2]=1.C(N(CC)CC)C.[CH3:31][CH:32]([CH3:36])[C:33](Cl)=[O:34]. (7) Given the product [CH3:1][N:2]([CH3:49])[CH2:3][C:4]([N:6]1[C:15]2[C:10](=[CH:11][C:12]([O:47][CH3:48])=[C:13]([NH:16][C:17]3[N:30]=[C:21]([NH:22][C:23]4[C:28]([C:29]([NH:51][CH3:50])=[O:31])=[C:27]([F:32])[C:26]([F:33])=[CH:25][CH:24]=4)[C:20]4[CH:34]=[CH:35][N:36]([S:37]([C:40]5[CH:45]=[CH:44][C:43]([CH3:46])=[CH:42][CH:41]=5)(=[O:38])=[O:39])[C:19]=4[N:18]=3)[CH:14]=2)[CH2:9][CH2:8][CH2:7]1)=[O:5], predict the reactants needed to synthesize it. The reactants are: [CH3:1][N:2]([CH3:49])[CH2:3][C:4]([N:6]1[C:15]2[C:10](=[CH:11][C:12]([O:47][CH3:48])=[C:13]([NH:16][C:17]3[N:30]4[C:21](=[N:22][C:23]5[C:28]([C:29]4=[O:31])=[C:27]([F:32])[C:26]([F:33])=[CH:25][CH:24]=5)[C:20]4[CH:34]=[CH:35][N:36]([S:37]([C:40]5[CH:45]=[CH:44][C:43]([CH3:46])=[CH:42][CH:41]=5)(=[O:39])=[O:38])[C:19]=4[N:18]=3)[CH:14]=2)[CH2:9][CH2:8][CH2:7]1)=[O:5].[CH3:50][NH2:51]. (8) Given the product [F:38][CH:2]([F:1])[C:3]1[N:7]([C:8]2[N:13]=[C:12]([N:14]3[CH2:15][CH2:16][O:17][CH2:18][CH2:19]3)[N:11]=[C:10]([N:20]3[CH2:25][CH2:24][N:23]([C:26]([O:28][C:29]([CH3:32])([CH3:30])[CH3:31])=[O:27])[CH2:22][CH2:21]3)[N:9]=2)[C:6]2[CH:33]=[CH:34][CH:35]=[C:36]([O:37][CH2:40][CH2:41][CH2:42][OH:43])[C:5]=2[N:4]=1, predict the reactants needed to synthesize it. The reactants are: [F:1][CH:2]([F:38])[C:3]1[N:7]([C:8]2[N:13]=[C:12]([N:14]3[CH2:19][CH2:18][O:17][CH2:16][CH2:15]3)[N:11]=[C:10]([N:20]3[CH2:25][CH2:24][N:23]([C:26]([O:28][C:29]([CH3:32])([CH3:31])[CH3:30])=[O:27])[CH2:22][CH2:21]3)[N:9]=2)[C:6]2[CH:33]=[CH:34][CH:35]=[C:36]([OH:37])[C:5]=2[N:4]=1.Br[CH2:40][CH2:41][CH2:42][OH:43].C([O-])([O-])=O.[K+].[K+].